From a dataset of Forward reaction prediction with 1.9M reactions from USPTO patents (1976-2016). Predict the product of the given reaction. (1) Given the reactants [NH:1]1[CH2:6][CH2:5][CH:4]([NH:7][C:8](=[O:14])[O:9][C:10]([CH3:13])([CH3:12])[CH3:11])[CH2:3][CH2:2]1.[C:15](#[N:18])[CH:16]=[CH2:17], predict the reaction product. The product is: [C:15]([CH2:16][CH2:17][N:1]1[CH2:2][CH2:3][CH:4]([NH:7][C:8](=[O:14])[O:9][C:10]([CH3:11])([CH3:13])[CH3:12])[CH2:5][CH2:6]1)#[N:18]. (2) Given the reactants Cl.[C:2]([NH2:10])(=[NH:9])[C:3]1[CH:8]=[CH:7][CH:6]=[CH:5][CH:4]=1.C(O[CH:14]=[C:15]([CH3:18])[CH:16]=O)C.C[O-].[Na+].O, predict the reaction product. The product is: [CH3:18][C:15]1[CH:14]=[N:9][C:2]([C:3]2[CH:8]=[CH:7][CH:6]=[CH:5][CH:4]=2)=[N:10][CH:16]=1. (3) The product is: [CH3:12][S:11][C:4]1[C:5]2[N:6]([CH:8]=[CH:9][N:10]=2)[CH:7]=[C:2]([C:19]2[CH:24]=[CH:23][CH:22]=[CH:21][CH:20]=2)[N:3]=1. Given the reactants Br[C:2]1[N:3]=[C:4]([S:11][CH3:12])[C:5]2[N:6]([CH:8]=[CH:9][N:10]=2)[CH:7]=1.C(=O)([O-])[O-].[K+].[K+].[C:19]1(B(O)O)[CH:24]=[CH:23][CH:22]=[CH:21][CH:20]=1, predict the reaction product. (4) Given the reactants [CH3:1][NH:2][NH2:3].C(N(CC)CC)C.[CH2:11]([O:13][C:14](=[O:22])[C:15]([C:20]#[N:21])=[CH:16]OCC)[CH3:12], predict the reaction product. The product is: [CH2:11]([O:13][C:14]([C:15]1[CH:16]=[N:3][N:2]([CH3:1])[C:20]=1[NH2:21])=[O:22])[CH3:12].